From a dataset of Full USPTO retrosynthesis dataset with 1.9M reactions from patents (1976-2016). Predict the reactants needed to synthesize the given product. (1) Given the product [CH2:7]([O:9][C:10]([C:12]1[N:13]([C:24]2[CH:25]=[CH:26][C:27]([O:30][CH:31]([CH3:33])[CH3:32])=[CH:28][CH:29]=2)[C:14]2[C:19]([C:20]=1[S:3]([CH3:34])(=[O:5])=[O:2])=[CH:18][C:17]([Br:23])=[CH:16][CH:15]=2)=[O:11])[CH3:8], predict the reactants needed to synthesize it. The reactants are: O[O:2][S:3]([O-:5])=O.[K+].[CH2:7]([O:9][C:10]([C:12]1[N:13]([C:24]2[CH:29]=[CH:28][C:27]([O:30][CH:31]([CH3:33])[CH3:32])=[CH:26][CH:25]=2)[C:14]2[C:19]([C:20]=1SC)=[CH:18][C:17]([Br:23])=[CH:16][CH:15]=2)=[O:11])[CH3:8].[CH2:34]1COCC1. (2) The reactants are: [NH2:1][C:2]1[CH:3]=[N:4][N:5]([CH3:21])[C:6]=1[N:7]1[CH2:12][CH2:11][CH2:10][C@H:9]([NH:13][C:14](=[O:20])[O:15][C:16]([CH3:19])([CH3:18])[CH3:17])[CH2:8]1.N1CCC[C@@H](NC(=O)OC(C)(C)C)C1. Given the product [NH2:1][C:2]1[CH:3]=[N:4][N:5]([CH3:21])[C:6]=1[N:7]1[CH2:12][CH2:11][CH2:10][C@@H:9]([NH:13][C:14](=[O:20])[O:15][C:16]([CH3:17])([CH3:18])[CH3:19])[CH2:8]1, predict the reactants needed to synthesize it. (3) Given the product [CH3:1][O:2][C:3](=[O:18])[CH:4]([CH2:56][CH2:55][O:54][CH2:53][CH2:52][NH:51][C:49]([O:48][C:44]([CH3:45])([CH3:47])[CH3:46])=[O:50])[C:5]1[C:13]2[C:8](=[CH:9][CH:10]=[CH:11][CH:12]=2)[N:7]([C:14]([O:16][CH3:17])=[O:15])[CH:6]=1, predict the reactants needed to synthesize it. The reactants are: [CH3:1][O:2][C:3](=[O:18])[CH2:4][C:5]1[C:13]2[C:8](=[CH:9][CH:10]=[CH:11][CH:12]=2)[N:7]([C:14]([O:16][CH3:17])=[O:15])[CH:6]=1.CN(C)P(=O)(N(C)C)N(C)C.C([N-]C(C)C)(C)C.[Li+].C1CCCCC1.[C:44]([O:48][C:49]([NH:51][CH2:52][CH2:53][O:54][CH2:55][CH2:56]I)=[O:50])([CH3:47])([CH3:46])[CH3:45]. (4) The reactants are: [CH3:1][C@@H:2]([OH:71])[C@@H:3]1[NH:27][C:25](=[O:26])[C@H:24]([CH2:28][CH2:29][CH2:30][CH2:31][NH2:32])[NH:23][C:21](=[O:22])[C@@H:20]([CH2:33][C:34]2[C:38]3[CH:39]=[CH:40][CH:41]=[CH:42][C:37]=3[NH:36][CH:35]=2)[NH:19][C:17](=[O:18])[C@H:16]([CH2:43][C:44]2[CH:45]=[CH:46][CH:47]=[CH:48][CH:49]=2)[NH:15][C:13](=[O:14])[C@@H:12]([NH:50][C:51]([C@H:53]([NH2:61])[CH2:54][C:55]2[CH:56]=[CH:57][CH:58]=[CH:59][CH:60]=2)=[O:52])[CH2:11][S:10][S:9][CH2:8][C@@H:7]([C:62]([NH:64][C@@H:65]([C@H:68]([OH:70])[CH3:69])[CH2:66][OH:67])=[O:63])[NH:6][C:4]1=[O:5].C(Cl)Cl.C[OH:76]. Given the product [CH3:1][C@@H:2]([OH:71])[C@@H:3]1[NH:27][C:25](=[O:26])[C@H:24]([CH2:28][CH2:29][CH2:30][CH2:31][NH2:32])[NH:23][C:21](=[O:22])[C@@H:20]([CH2:33][C:34]2[C:38]3[CH:39]=[CH:40][CH:41]=[CH:42][C:37]=3[NH:36][CH:35]=2)[NH:19][C:17](=[O:18])[C@H:16]([CH2:43][C:44]2[CH:49]=[CH:48][CH:47]=[CH:46][CH:45]=2)[NH:15][C:13](=[O:14])[C@@H:12]([NH:50][C:51]([C@H:53]([NH2:61])[CH2:54][C:55]2[CH:60]=[CH:59][CH:58]=[CH:57][CH:56]=2)=[O:52])[CH2:11][S:10][S:9][CH2:8][C@@H:7]([C:62]([NH:64][C@@H:65]([C@H:68]([OH:70])[CH3:69])[CH2:66][OH:67])=[O:63])[NH:6][C:4]1=[O:5].[CH3:1][C@@H:2]([OH:71])[C@@H:3]1[NH:27][C:25](=[O:26])[C@H:24]([CH2:28][CH2:29][CH2:30][CH2:31][NH2:32])[NH:23][C:21](=[O:22])[C@@H:20]([CH2:33][C:34]2[C:38]3[CH:39]=[CH:40][CH:41]=[CH:42][C:37]=3[NH:36][CH:35]=2)[NH:19][C:17](=[O:18])[C@H:16]([CH2:43][C:44]2[CH:49]=[CH:48][CH:47]=[CH:46][CH:45]=2)[NH:15][C:13](=[O:14])[C@@H:12]([NH:50][C:51]([C@H:53]([NH2:61])[CH2:54][C:55]2[CH:60]=[CH:59][CH:58]=[CH:57][CH:56]=2)=[O:52])[CH2:11][S:10][S:9][CH2:8][C@@H:7]([C:62]([NH:64][C@@H:65]([C@H:68]([OH:70])[CH3:69])[CH2:66][OH:67])=[O:63])[NH:6][C:4]1=[O:5].[CH3:69][C:68]([OH:70])=[O:76], predict the reactants needed to synthesize it. (5) The reactants are: [CH2:1]([C:8]1[C:17]2[C:12](=[CH:13][CH:14]=[CH:15][CH:16]=2)[C:11]([N:18]2[CH2:23][CH2:22][N:21]([C:24]3[CH:29]=[N:28][C:27]([C:30]([CH3:32])=[CH2:31])=[CH:26][N:25]=3)[CH2:20][CH2:19]2)=[N:10][N:9]=1)[C:2]1[CH:7]=[CH:6][CH:5]=[CH:4][CH:3]=1.[H][H]. Given the product [CH2:1]([C:8]1[C:17]2[C:12](=[CH:13][CH:14]=[CH:15][CH:16]=2)[C:11]([N:18]2[CH2:19][CH2:20][N:21]([C:24]3[CH:29]=[N:28][C:27]([CH:30]([CH3:32])[CH3:31])=[CH:26][N:25]=3)[CH2:22][CH2:23]2)=[N:10][N:9]=1)[C:2]1[CH:3]=[CH:4][CH:5]=[CH:6][CH:7]=1, predict the reactants needed to synthesize it. (6) Given the product [F:10][C:5]1[C:6]([F:9])=[C:7]([NH2:8])[CH:2]=[C:3]([F:11])[N:4]=1, predict the reactants needed to synthesize it. The reactants are: Cl[C:2]1[C:3]([F:11])=[N:4][C:5]([F:10])=[C:6]([F:9])[C:7]=1[NH2:8].CCN(CC)CC.[H][H].